From a dataset of Forward reaction prediction with 1.9M reactions from USPTO patents (1976-2016). Predict the product of the given reaction. (1) Given the reactants [C:1]([O:5][C:6]([NH:8][C@H:9]([C:29]([O-:31])=[O:30])[CH2:10][C:11]1[S:12][C:13]([CH2:16][CH2:17][CH2:18][C:19]2[CH:28]=[CH:27][C:26]3[C:21](=[N:22][CH:23]=[CH:24][CH:25]=3)[N:20]=2)=[CH:14][CH:15]=1)=[O:7])([CH3:4])([CH3:3])[CH3:2].[CH3:32]CO, predict the reaction product. The product is: [C:1]([O:5][C:6]([NH:8][C@H:9]([C:29]([O:31][CH3:32])=[O:30])[CH2:10][C:11]1[S:12][C:13]([CH2:16][CH2:17][CH2:18][C:19]2[CH:28]=[CH:27][C:26]3[CH2:25][CH2:24][CH2:23][NH:22][C:21]=3[N:20]=2)=[CH:14][CH:15]=1)=[O:7])([CH3:4])([CH3:2])[CH3:3]. (2) Given the reactants [CH2:1]([C:3]1[CH:8]=[CH:7][C:6]([CH:9]2[CH2:14][N:13]([C:15]([O:17]C3C=CC([N+]([O-])=O)=CC=3)=O)[CH2:12][CH:11]([C:27]([O:29][CH3:30])=[O:28])[CH2:10]2)=[CH:5][C:4]=1[F:31])[CH3:2].[NH:32]1[CH2:37][CH2:36][S:35][CH2:34][CH2:33]1, predict the reaction product. The product is: [CH2:1]([C:3]1[CH:8]=[CH:7][C:6]([CH:9]2[CH2:14][N:13]([C:15]([N:32]3[CH2:37][CH2:36][S:35][CH2:34][CH2:33]3)=[O:17])[CH2:12][CH:11]([C:27]([O:29][CH3:30])=[O:28])[CH2:10]2)=[CH:5][C:4]=1[F:31])[CH3:2]. (3) Given the reactants [C:1]([O:5][C:6]([NH:8][CH2:9][C:10]1[CH:15]=[CH:14][C:13](Br)=[CH:12][CH:11]=1)=[O:7])([CH3:4])([CH3:3])[CH3:2].[N:17]1[CH:22]=[CH:21][C:20](B(O)O)=[CH:19][CH:18]=1.C([O-])([O-])=O.[Na+].[Na+], predict the reaction product. The product is: [C:1]([O:5][C:6]([NH:8][CH2:9][C:10]1[CH:15]=[CH:14][C:13]([C:20]2[CH:21]=[CH:22][N:17]=[CH:18][CH:19]=2)=[CH:12][CH:11]=1)=[O:7])([CH3:4])([CH3:3])[CH3:2]. (4) Given the reactants C(OC([NH:8][CH2:9][C@H:10]([N:15]1[CH2:20][CH2:19][N:18]([S:21]([CH2:24][CH:25]([CH3:27])[CH3:26])(=[O:23])=[O:22])[CH2:17][CH2:16]1)[C:11]([O:13][CH3:14])=[O:12])=O)(C)(C)C.[ClH:28].Cl.NC[C@H](N1CCN(S(CC(C)C)(=O)=O)CC1)C(OC)=O, predict the reaction product. The product is: [ClH:28].[ClH:28].[NH2:8][CH2:9][C@H:10]([N:15]1[CH2:20][CH2:19][N:18]([S:21]([CH:24]=[C:25]([CH3:27])[CH3:26])(=[O:23])=[O:22])[CH2:17][CH2:16]1)[C:11]([O:13][CH3:14])=[O:12].